Task: Predict the product of the given reaction.. Dataset: Forward reaction prediction with 1.9M reactions from USPTO patents (1976-2016) Given the reactants [NH2:1][C:2]1[N:7]=[C:6]([CH2:8][N:9]2[C:13]([CH3:15])([CH3:14])[C:12](=[O:16])[N:11]([C:17]3[CH:22]=[CH:21][C:20]([S:23][C:24]([F:27])([F:26])[F:25])=[CH:19][CH:18]=3)[C:10]2=[O:28])[CH:5]=[CH:4][N:3]=1.N1C=CC=CC=1.Cl[C:36]([O:38][C:39]1[CH:44]=[CH:43][CH:42]=[CH:41][CH:40]=1)=[O:37], predict the reaction product. The product is: [CH3:14][C:13]1([CH3:15])[N:9]([CH2:8][C:6]2[CH:5]=[CH:4][N:3]=[C:2]([NH:1][C:36](=[O:37])[O:38][C:39]3[CH:44]=[CH:43][CH:42]=[CH:41][CH:40]=3)[N:7]=2)[C:10](=[O:28])[N:11]([C:17]2[CH:22]=[CH:21][C:20]([S:23][C:24]([F:27])([F:26])[F:25])=[CH:19][CH:18]=2)[C:12]1=[O:16].